From a dataset of Catalyst prediction with 721,799 reactions and 888 catalyst types from USPTO. Predict which catalyst facilitates the given reaction. (1) Reactant: [CH3:1][C:2]1[N:3]=[C:4]([C:10]2[CH:11]=[CH:12][C:13]3[N:14]([C:16]([C:19](=[O:34])[NH:20][C:21]4[CH:26]=[C:25]([C:27]5[N:31]=[C:30]([CH3:32])[O:29][N:28]=5)[CH:24]=[CH:23][C:22]=4[CH3:33])=[CH:17][N:18]=3)[CH:15]=2)[S:5][C:6]=1[C:7]([OH:9])=O.[CH3:35][N:36](C(ON1N=NC2C=CC=NC1=2)=[N+](C)C)C.F[P-](F)(F)(F)(F)F.CCN(C(C)C)C(C)C.CN.C1COCC1. Product: [CH3:35][NH:36][C:7]([C:6]1[S:5][C:4]([C:10]2[CH:11]=[CH:12][C:13]3[N:14]([C:16]([C:19](=[O:34])[NH:20][C:21]4[CH:26]=[C:25]([C:27]5[N:31]=[C:30]([CH3:32])[O:29][N:28]=5)[CH:24]=[CH:23][C:22]=4[CH3:33])=[CH:17][N:18]=3)[CH:15]=2)=[N:3][C:2]=1[CH3:1])=[O:9]. The catalyst class is: 198. (2) Reactant: [O:1]=[C:2]1[NH:7][C:6]2[CH:8]=[CH:9][C:10]([NH:12][C:13](=[O:17])[C:14]([OH:16])=O)=[CH:11][C:5]=2[O:4][CH2:3]1.[C:18]1([CH3:31])[CH:23]=[CH:22][C:21]([O:24][CH:25]2[CH2:30][CH2:29][NH:28][CH2:27][CH2:26]2)=[CH:20][CH:19]=1. Product: [O:16]=[C:14]([N:28]1[CH2:29][CH2:30][CH:25]([O:24][C:21]2[CH:22]=[CH:23][C:18]([CH3:31])=[CH:19][CH:20]=2)[CH2:26][CH2:27]1)[C:13]([NH:12][C:10]1[CH:9]=[CH:8][C:6]2[NH:7][C:2](=[O:1])[CH2:3][O:4][C:5]=2[CH:11]=1)=[O:17]. The catalyst class is: 27. (3) Reactant: [F:1][C@@H:2]1[C:6]2[N:7]=[CH:8][N:9]=[C:10]([N:11]3[CH2:16][CH2:15][N:14](C(OC(C)(C)C)=O)[CH2:13][CH2:12]3)[C:5]=2[C@H:4]([CH3:24])[CH2:3]1.[ClH:25]. Product: [ClH:25].[ClH:25].[F:1][C@@H:2]1[C:6]2[N:7]=[CH:8][N:9]=[C:10]([N:11]3[CH2:12][CH2:13][NH:14][CH2:15][CH2:16]3)[C:5]=2[C@H:4]([CH3:24])[CH2:3]1. The catalyst class is: 12. (4) The catalyst class is: 8. Product: [OH:22][C:20]1[CH2:19][CH2:18][N:10]([C:11]2[CH:12]=[CH:13][C:14]([I:17])=[CH:15][CH:16]=2)[C:8](=[O:9])[C:7]=1[C:5]#[N:6]. Reactant: CC[O-].[Na+].[C:5]([CH2:7][C:8]([N:10]([CH2:18][CH2:19][C:20]([O:22]CC)=O)[C:11]1[CH:16]=[CH:15][C:14]([I:17])=[CH:13][CH:12]=1)=[O:9])#[N:6]. (5) Reactant: [OH:1][C:2]1[CH:7]=[CH:6][C:5]([C:8](=[C:21]2[CH2:26][C:25]([CH3:28])([CH3:27])[CH2:24][C:23]([CH3:30])([CH3:29])[CH2:22]2)[C:9]2[CH:14]=[CH:13][C:12]([CH2:15][CH2:16][C:17](OC)=[O:18])=[CH:11][CH:10]=2)=[CH:4][CH:3]=1.[H-].[H-].[H-].[H-].[Li+].[Al+3].CCOC(C)=O.Cl. Product: [OH:18][CH2:17][CH2:16][CH2:15][C:12]1[CH:13]=[CH:14][C:9]([C:8](=[C:21]2[CH2:22][C:23]([CH3:30])([CH3:29])[CH2:24][C:25]([CH3:28])([CH3:27])[CH2:26]2)[C:5]2[CH:4]=[CH:3][C:2]([OH:1])=[CH:7][CH:6]=2)=[CH:10][CH:11]=1. The catalyst class is: 1.